From a dataset of Forward reaction prediction with 1.9M reactions from USPTO patents (1976-2016). Predict the product of the given reaction. (1) Given the reactants [C:1]([O:4]CC)(=[O:3])[CH3:2].[C:7]1([NH:13][N:14]=[CH:15][C@@H:16]([C@H:18]([C@H:20]([CH3:22])[OH:21])[OH:19])[OH:17])[CH:12]=[CH:11][CH:10]=[CH:9][CH:8]=1.C([O:26][C:27](=[O:29])[CH3:28])(=O)C, predict the reaction product. The product is: [C:7]1([NH:13][N:14]=[CH:15][C@@H:16]([C@H:18]([C@H:20]([C:22]([O:4][C:1](=[O:3])[CH3:2])([O:26][C:27](=[O:29])[CH3:28])[O:4][C:1](=[O:3])[CH3:2])[OH:21])[OH:19])[OH:17])[CH:8]=[CH:9][CH:10]=[CH:11][CH:12]=1. (2) Given the reactants FC(F)(F)C1C=CC(CBr)=CC=1.Br[CH2:14][CH:15]1[CH2:17][CH2:16]1.[CH3:18][C:19]1[CH:23]=[C:22]([N:24]2[CH2:28][CH2:27][NH:26][C:25]2=[O:29])[S:21][C:20]=1[C:30]([O:32][CH2:33][CH3:34])=[O:31], predict the reaction product. The product is: [CH:17]1([CH2:16][N:26]2[CH2:27][CH2:28][N:24]([C:22]3[S:21][C:20]([C:30]([O:32][CH2:33][CH3:34])=[O:31])=[C:19]([CH3:18])[CH:23]=3)[C:25]2=[O:29])[CH2:15][CH2:14]1. (3) Given the reactants [F:1][C:2]1[CH:10]=[CH:9][C:5]([C:6]([OH:8])=[O:7])=[C:4]([O:11][CH3:12])[CH:3]=1.S(Cl)(Cl)=O.[CH3:17]O, predict the reaction product. The product is: [F:1][C:2]1[CH:10]=[CH:9][C:5]([C:6]([O:8][CH3:17])=[O:7])=[C:4]([O:11][CH3:12])[CH:3]=1. (4) Given the reactants [C:1]([NH:9][C:10]1[CH:15]=[CH:14][CH:13]=[CH:12][C:11]=1[C:16](=[C:30]1[CH2:35][CH2:34][NH:33][CH2:32][CH2:31]1)[C:17]1[CH:29]=[CH:28][C:20]([C:21]([N:23]([CH2:26][CH3:27])[CH2:24][CH3:25])=[O:22])=[CH:19][CH:18]=1)(=[O:8])[C:2]1[CH:7]=[CH:6][CH:5]=[CH:4][CH:3]=1.[CH3:36][C:37](OC(N1CCC(=C(C2C=CC=CC=2N)C2C=CC(C(N(CC)CC)=O)=CC=2)CC1)=O)(C)C.C1C=CC(CCC(Cl)=O)=CC=1.C(O)(C(F)(F)F)=O, predict the reaction product. The product is: [CH2:26]([N:23]([CH2:24][CH3:25])[C:21]([C:20]1[CH:19]=[CH:18][C:17]([C:16](=[C:30]2[CH2:31][CH2:32][NH:33][CH2:34][CH2:35]2)[C:11]2[CH:12]=[CH:13][CH:14]=[CH:15][C:10]=2[NH:9][C:1](=[O:8])[CH2:2][CH2:3][C:4]2[CH:37]=[CH:36][CH:7]=[CH:6][CH:5]=2)=[CH:29][CH:28]=1)=[O:22])[CH3:27].